Dataset: Acute oral toxicity (LD50) regression data from Zhu et al.. Task: Regression/Classification. Given a drug SMILES string, predict its toxicity properties. Task type varies by dataset: regression for continuous values (e.g., LD50, hERG inhibition percentage) or binary classification for toxic/non-toxic outcomes (e.g., AMES mutagenicity, cardiotoxicity, hepatotoxicity). Dataset: ld50_zhu. (1) The molecule is Cc1onc2c(=O)n(C)nc(-c3ccccc3)c12. The rat oral LD50 is 2.38, given as -log10 of the dose in mol/kg body weight (higher means more acutely toxic). (2) The drug is CCC(C)(C#N)N=NC(C)(C#N)CC. The rat oral LD50 is 2.29, given as -log10 of the dose in mol/kg body weight (higher means more acutely toxic). (3) The compound is COP(=S)(OC)Oc1ccc(SC)cc1. The rat oral LD50 is 4.42, given as -log10 of the dose in mol/kg body weight (higher means more acutely toxic). (4) The drug is CN(C)CCOCCO. The rat oral LD50 is 1.75, given as -log10 of the dose in mol/kg body weight (higher means more acutely toxic). (5) The drug is CC(C)(C)NC(=O)C1CCC2C3CCC4NC(=O)C=CC4(C)C3CCC12C. The rat oral LD50 is 2.95, given as -log10 of the dose in mol/kg body weight (higher means more acutely toxic).